This data is from Catalyst prediction with 721,799 reactions and 888 catalyst types from USPTO. The task is: Predict which catalyst facilitates the given reaction. (1) Reactant: [NH:1]1[CH:5]=[C:4]([C:6]2[CH:11]=[CH:10][N:9]=[C:8]([NH:12][C:13]3[N:18]=[C:17]([C:19]4[S:23][C:22]([C:24]5([OH:38])[CH2:33][CH2:32][CH2:31][C:30]6[CH:29]=[C:28]([C:34]([O:36]C)=[O:35])[CH:27]=[CH:26][C:25]5=6)=[N:21][CH:20]=4)[CH:16]=[C:15]([CH3:39])[CH:14]=3)[CH:7]=2)[CH:3]=[N:2]1.[OH-].[Na+]. Product: [OH:38][C@:24]1([C:22]2[S:23][C:19]([C:17]3[CH:16]=[C:15]([CH3:39])[CH:14]=[C:13]([NH:12][C:8]4[CH:7]=[C:6]([C:4]5[CH:3]=[N:2][NH:1][CH:5]=5)[CH:11]=[CH:10][N:9]=4)[N:18]=3)=[CH:20][N:21]=2)[CH2:33][CH2:32][CH2:31][C:30]2[CH:29]=[C:28]([C:34]([OH:36])=[O:35])[CH:27]=[CH:26][C:25]1=2. The catalyst class is: 24. (2) Reactant: [N:1]([CH2:4][CH2:5][CH2:6][C:7]1([C:29]2[CH:34]=[CH:33][CH:32]=[CH:31][CH:30]=2)[N:11]([C:12]([N:14]([O:16][C:17]([CH3:20])([CH3:19])[CH3:18])[CH3:15])=[O:13])[N:10]=[C:9]([C:21]2[CH:26]=[C:25]([F:27])[CH:24]=[CH:23][C:22]=2[F:28])[S:8]1)=[N+]=[N-].Cl. Product: [NH2:1][CH2:4][CH2:5][CH2:6][C:7]1([C:29]2[CH:34]=[CH:33][CH:32]=[CH:31][CH:30]=2)[N:11]([C:12]([N:14]([O:16][C:17]([CH3:20])([CH3:19])[CH3:18])[CH3:15])=[O:13])[N:10]=[C:9]([C:21]2[CH:26]=[C:25]([F:27])[CH:24]=[CH:23][C:22]=2[F:28])[S:8]1. The catalyst class is: 663. (3) Reactant: C([O:8][C:9]1[C:10]([O:43][CH3:44])=[CH:11][C:12]2[CH2:21][CH2:20][N:19]3[CH:14]([CH2:15][C:16]4[C:25]([Cl:26])=[CH:24][C:23]([O:27][CH3:28])=[C:22]([O:29][C:30](=[O:41])[CH2:31][CH2:32][CH2:33][CH2:34][CH2:35][CH2:36][CH2:37][CH2:38][CH2:39][CH3:40])[C:17]=4[CH2:18]3)[C:13]=2[CH:42]=1)C1C=CC=CC=1. Product: [OH:8][C:9]1[C:10]([O:43][CH3:44])=[CH:11][C:12]2[CH2:21][CH2:20][N:19]3[CH:14]([CH2:15][C:16]4[C:25]([Cl:26])=[CH:24][C:23]([O:27][CH3:28])=[C:22]([O:29][C:30](=[O:41])[CH2:31][CH2:32][CH2:33][CH2:34][CH2:35][CH2:36][CH2:37][CH2:38][CH2:39][CH3:40])[C:17]=4[CH2:18]3)[C:13]=2[CH:42]=1. The catalyst class is: 181. (4) Product: [Br:1][C:2]1[CH:7]=[C:6]([C:8]([F:11])([F:10])[F:9])[CH:5]=[C:4]([C:12]#[CH:13])[C:3]=1[NH2:18]. The catalyst class is: 1. Reactant: [Br:1][C:2]1[CH:7]=[C:6]([C:8]([F:11])([F:10])[F:9])[CH:5]=[C:4]([C:12]#[C:13][Si](C)(C)C)[C:3]=1[NH2:18].[F-].C([N+](CCCC)(CCCC)CCCC)CCC.O. (5) Reactant: [C:1]([O:5][C:6]([N:8]1[CH2:12][CH2:11][C@H:10]([OH:13])[C@H:9]1[C:14](O)=[O:15])=[O:7])([CH3:4])([CH3:3])[CH3:2].B.CSC.CO.[H][H]. Product: [OH:13][C@H:10]1[CH2:11][CH2:12][N:8]([C:6]([O:5][C:1]([CH3:2])([CH3:3])[CH3:4])=[O:7])[C@@H:9]1[CH2:14][OH:15]. The catalyst class is: 1. (6) Reactant: [Cl:1][C:2]1[CH:11]=[CH:10][C:5]([C:6]([NH:8][CH3:9])=[O:7])=[CH:4][CH:3]=1.C([Li])CCC.CN([CH:25]=[O:26])C1C=CC=CC=1.Cl. Product: [CH:25]([C:4]1[CH:3]=[C:2]([Cl:1])[CH:11]=[CH:10][C:5]=1[C:6]([NH:8][CH3:9])=[O:7])=[O:26]. The catalyst class is: 20. (7) The catalyst class is: 97. Reactant: Cl[CH2:2][C:3]1[CH:4]=[CH:5][C:6]2[S:11][C:10]3[N:12]=[CH:13][CH:14]=[N:15][C:9]=3[N:8]([CH2:16][O:17][CH3:18])[C:7]=2[CH:19]=1.CO.[S:22]([O-:25])([O-:24])=[O:23].[Na+:26].[Na+]. Product: [CH3:18][O:17][CH2:16][N:8]1[C:7]2[CH:19]=[C:3]([CH2:2][S:22]([O-:25])(=[O:24])=[O:23])[CH:4]=[CH:5][C:6]=2[S:11][C:10]2[N:12]=[CH:13][CH:14]=[N:15][C:9]1=2.[Na+:26]. (8) Reactant: [CH3:1][O:2][C:3]1[C:4](=[O:27])[C:5]([CH3:26])=[C:6]([C:12]([CH3:25])([CH3:24])[CH2:13][C:14](ON2C(=O)CCC2=O)=[O:15])[C:7](=[O:11])[C:8]=1[O:9][CH3:10].[N+:28]([O-:42])([O:30][CH2:31][C@@H:32]([O:38][N+:39]([O-:41])=[O:40])[CH2:33][CH2:34][CH2:35][CH2:36][OH:37])=[O:29].C(Cl)CCl. Product: [CH3:1][O:2][C:3]1[C:4](=[O:27])[C:5]([CH3:26])=[C:6]([C:12]([CH3:24])([CH3:25])[CH2:13][C:14]([O:37][CH2:36][CH2:35][CH2:34][CH2:33][C@H:32]([O:38][N+:39]([O-:41])=[O:40])[CH2:31][O:30][N+:28]([O-:42])=[O:29])=[O:15])[C:7](=[O:11])[C:8]=1[O:9][CH3:10]. The catalyst class is: 241.